Dataset: CYP2D6 substrate classification data from Carbon-Mangels et al.. Task: Regression/Classification. Given a drug SMILES string, predict its absorption, distribution, metabolism, or excretion properties. Task type varies by dataset: regression for continuous measurements (e.g., permeability, clearance, half-life) or binary classification for categorical outcomes (e.g., BBB penetration, CYP inhibition). Dataset: cyp2d6_substrate_carbonmangels. The drug is CCCN1CCC[C@@H]2Cc3nc(N)ncc3C[C@H]21. The result is 0 (non-substrate).